From a dataset of Reaction yield outcomes from USPTO patents with 853,638 reactions. Predict the reaction yield, written as a fraction of the theoretical maximum amount of product (1.0 means a 100% yield; for example, 0.34 means a 34% yield). (1) The reactants are [C:1]([C@@:18]1(C(O)=O)[CH2:22][C@@H:21]([NH2:23])[CH2:20][N:19]1[C:24]([O:26][C:27]([CH3:30])([CH3:29])[CH3:28])=[O:25])([O:3]CC1C2C(=CC=CC=2)C2C1=CC=CC=2)=[O:2]. The catalyst is C(#N)C.N1CCCC1. The product is [NH2:23][CH:21]1[CH2:20][N:19]([C:24]([O:26][C:27]([CH3:28])([CH3:29])[CH3:30])=[O:25])[CH:18]([C:1]([OH:3])=[O:2])[CH2:22]1. The yield is 0.400. (2) The reactants are N1CCCC1.[OH:6][C:7]1[CH:12]=[C:11]([O:13][CH3:14])[C:10]([N+:15]([O-:17])=[O:16])=[CH:9][C:8]=1[C:18](=O)[CH3:19].[CH3:21][N:22]1[CH2:27][CH2:26][C:25](=O)[CH2:24][CH2:23]1. The catalyst is CO. The product is [CH3:14][O:13][C:11]1[CH:12]=[C:7]2[C:8]([CH:18]=[CH:19][C:25]3([O:6]2)[CH2:26][CH2:27][N:22]([CH3:21])[CH2:23][CH2:24]3)=[CH:9][C:10]=1[N+:15]([O-:17])=[O:16]. The yield is 0.649.